This data is from Reaction yield outcomes from USPTO patents with 853,638 reactions. The task is: Predict the reaction yield, written as a fraction of the theoretical maximum amount of product (1.0 means a 100% yield; for example, 0.34 means a 34% yield). (1) The reactants are [CH:1]([CH:4]1[CH2:9][CH2:8][CH2:7][CH:6]([CH:10]([CH3:15])[C:11](=[CH2:14])[CH:12]=[O:13])[CH2:5]1)([CH3:3])[CH3:2]. The catalyst is CO.[Pd]. The product is [CH:1]([CH:4]1[CH2:9][CH2:8][CH2:7][CH:6]([CH:10]([CH3:15])[CH:11]([CH3:14])[CH:12]=[O:13])[CH2:5]1)([CH3:3])[CH3:2]. The yield is 0.670. (2) The reactants are [CH3:1][C:2]1[CH:7]=[C:6]([C:8]#[C:9][CH3:10])[CH:5]=[C:4]([CH3:11])[C:3]=1[CH2:12][C:13]([N:15]([CH2:21][C:22]1[CH:27]=[CH:26][CH:25]=[CH:24][N:23]=1)[CH2:16][C:17]([O:19]C)=O)=[O:14].CC(C)([O-])C.[K+].C1COCC1.Cl. The catalyst is CN(C)C=O. The product is [CH3:1][C:2]1[CH:7]=[C:6]([C:8]#[C:9][CH3:10])[CH:5]=[C:4]([CH3:11])[C:3]=1[CH:12]1[C:17](=[O:19])[CH2:16][N:15]([CH2:21][C:22]2[CH:27]=[CH:26][CH:25]=[CH:24][N:23]=2)[C:13]1=[O:14]. The yield is 0.640.